From a dataset of Forward reaction prediction with 1.9M reactions from USPTO patents (1976-2016). Predict the product of the given reaction. (1) The product is: [F:19][C:18]([F:21])([F:20])[C:15]1[CH:16]=[CH:17][C:12]([O:11][C:8]2[CH:9]=[CH:10][C:5]([O:4][C:2]([N:31]3[CH2:32][CH2:33][N:28]([C:23]4[CH:24]=[N:25][CH:26]=[CH:27][N:22]=4)[CH2:29][CH2:30]3)=[O:3])=[CH:6][CH:7]=2)=[N:13][CH:14]=1. Given the reactants Cl[C:2]([O:4][C:5]1[CH:10]=[CH:9][C:8]([O:11][C:12]2[CH:17]=[CH:16][C:15]([C:18]([F:21])([F:20])[F:19])=[CH:14][N:13]=2)=[CH:7][CH:6]=1)=[O:3].[N:22]1[CH:27]=[CH:26][N:25]=[CH:24][C:23]=1[N:28]1[CH2:33][CH2:32][NH:31][CH2:30][CH2:29]1.[K+].[Br-], predict the reaction product. (2) Given the reactants [BH4-].[Li+].Cl[Si](C)(C)C.[NH2:8][C@H:9]([C:13]1[S:14][CH:15]=[CH:16][CH:17]=1)[C:10](O)=[O:11].CO, predict the reaction product. The product is: [NH2:8][C@H:9]([C:13]1[S:14][CH:15]=[CH:16][CH:17]=1)[CH2:10][OH:11].